Dataset: Catalyst prediction with 721,799 reactions and 888 catalyst types from USPTO. Task: Predict which catalyst facilitates the given reaction. (1) Reactant: [F-].[K+].[NH2:3][C@H:4]([C:6]1[N:15]([C:16]2[CH:17]=[N:18][CH:19]=[CH:20][CH:21]=2)[C:14](=[O:22])[C:13]2[C:8](=[CH:9][CH:10]=[CH:11][C:12]=2[Cl:23])[N:7]=1)[CH3:5].[NH2:24][C:25]1[N:30]=[C:29]([NH2:31])[C:28]([C:32]#[N:33])=[C:27](Cl)[N:26]=1.[CH:35](N(C(C)C)CC)(C)C. Product: [NH2:24][C:25]1[N:30]=[C:29]([NH2:31])[C:28]([C:32]#[N:33])=[C:27]([NH:3][C@H:4]([C:6]2[N:15]([C:16]3[CH:17]=[N:18][CH:19]=[CH:20][CH:21]=3)[C:14](=[O:22])[C:13]3[C:8](=[CH:9][CH:10]=[CH:11][C:12]=3[Cl:23])[N:7]=2)[CH2:5][CH3:35])[N:26]=1.[NH2:24][C:25]1[N:30]=[C:29]([NH2:31])[C:28]([C:32]#[N:33])=[C:27]([NH:3][C@H:4]([C:6]2[N:15]([C:16]3[CH:17]=[N:18][CH:19]=[CH:20][CH:21]=3)[C:14](=[O:22])[C:13]3[C:8](=[CH:9][CH:10]=[CH:11][C:12]=3[Cl:23])[N:7]=2)[CH3:5])[N:26]=1. The catalyst class is: 16. (2) Reactant: [CH:1]([C:3]1[N:8]=[CH:7][CH:6]=[CH:5][N:4]=1)=[CH2:2].CC(O)=O.[C:13]1([CH:19]([C:23]2[CH:28]=[CH:27][CH:26]=[CH:25][CH:24]=2)[CH2:20][CH2:21][NH2:22])[CH:18]=[CH:17][CH:16]=[CH:15][CH:14]=1. Product: [C:23]1([CH:19]([C:13]2[CH:14]=[CH:15][CH:16]=[CH:17][CH:18]=2)[CH2:20][CH2:21][NH:22][CH2:2][CH2:1][C:3]2[N:8]=[CH:7][CH:6]=[CH:5][N:4]=2)[CH:24]=[CH:25][CH:26]=[CH:27][CH:28]=1. The catalyst class is: 14. (3) Reactant: [CH3:1][O:2][C:3]1[CH:4]=[CH:5][C:6]2=[C:7]([CH:25]=1)[NH:8][C:9](=[O:24])[C@@H:10]([CH3:23])[NH:11][C:12](=[O:22])[CH2:13][NH:14][C:15](=[O:21])[CH2:16][CH2:17][CH2:18][CH:19]=[CH:20]2. Product: [CH3:1][O:2][C:3]1[CH:4]=[CH:5][C:6]2[CH2:20][CH2:19][CH2:18][CH2:17][CH2:16][C:15](=[O:21])[NH:14][CH2:13][C:12](=[O:22])[NH:11][C@H:10]([CH3:23])[C:9](=[O:24])[NH:8][C:7]=2[CH:25]=1. The catalyst class is: 29. (4) Reactant: [CH2:1]([C:4]1[CH:11]=[CH:10][C:7]([C:8]#[N:9])=[C:6]([F:12])[CH:5]=1)[CH:2]=C.N1C=CC=CC=1.[O:19]=[O+][O-]. Product: [F:12][C:6]1[CH:5]=[C:4]([CH2:1][CH:2]=[O:19])[CH:11]=[CH:10][C:7]=1[C:8]#[N:9]. The catalyst class is: 61.